This data is from Full USPTO retrosynthesis dataset with 1.9M reactions from patents (1976-2016). The task is: Predict the reactants needed to synthesize the given product. Given the product [Cl:32][C:14]1[C:15]([CH2:20][C:22]2[C:30]3[C:25](=[N:26][CH:27]=[C:28]([Cl:31])[CH:29]=3)[NH:24][CH:23]=2)=[CH:16][C:17]([O:18][CH3:19])=[C:12]([CH:13]=1)[O:11][CH2:10][C:2]1[NH:3][C:4]2[CH:9]=[CH:8][CH:7]=[CH:6][C:5]=2[N:1]=1, predict the reactants needed to synthesize it. The reactants are: [NH:1]1[C:5]2[CH:6]=[CH:7][CH:8]=[CH:9][C:4]=2[N:3]=[C:2]1[CH2:10][O:11][C:12]1[C:17]([O:18][CH3:19])=[CH:16][C:15]([CH:20]([C:22]2[C:30]3[C:25](=[N:26][CH:27]=[C:28]([Cl:31])[CH:29]=3)[NH:24][CH:23]=2)O)=[C:14]([Cl:32])[CH:13]=1.C(#N)C.FC(F)(F)C(O)=O.C([SiH](CC)CC)C.